Dataset: Reaction yield outcomes from USPTO patents with 853,638 reactions. Task: Predict the reaction yield, written as a fraction of the theoretical maximum amount of product (1.0 means a 100% yield; for example, 0.34 means a 34% yield). (1) The reactants are [NH2:1][CH2:2][C:3]1([CH3:10])[NH:7][C:6](=[O:8])[NH:5][C:4]1=[O:9].[CH3:11][S:12][C:13]1[N:17]([CH2:18][C:19]2[CH:27]=[CH:26][C:22]([C:23](O)=[O:24])=[CH:21][CH:20]=2)[C:16]2[CH:28]=[CH:29][CH:30]=[CH:31][C:15]=2[N:14]=1.N1CC(=O)NC1=O.C(O)(C(F)(F)F)=O. No catalyst specified. The product is [CH3:10][C:3]1([CH2:2][NH:1][C:23](=[O:24])[C:22]2[CH:26]=[CH:27][C:19]([CH2:18][N:17]3[C:16]4[CH:28]=[CH:29][CH:30]=[CH:31][C:15]=4[N:14]=[C:13]3[S:12][CH3:11])=[CH:20][CH:21]=2)[C:4](=[O:9])[NH:5][C:6](=[O:8])[NH:7]1. The yield is 0.390. (2) The reactants are [Br:1][C:2]1[CH:10]=[C:9]([C:11]#[N:12])[CH:8]=[C:7]2[C:3]=1[CH:4]=[CH:5][NH:6]2.[OH:13]O.[OH-].[Na+].O. The catalyst is CO. The product is [Br:1][C:2]1[CH:10]=[C:9]([C:11]([NH2:12])=[O:13])[CH:8]=[C:7]2[C:3]=1[CH:4]=[CH:5][NH:6]2. The yield is 0.970. (3) The reactants are [C:1]([NH:4][C:5]1[C:14]2[C:9](=[CH:10][CH:11]=[CH:12][CH:13]=2)[C:8]([S:15](Cl)(=[O:17])=[O:16])=[CH:7][CH:6]=1)(=[O:3])[CH3:2].[NH2:19][C:20]1[S:21][CH:22]=[CH:23][N:24]=1. The catalyst is N1C=CC=CC=1. The product is [S:21]1[CH:22]=[CH:23][N:24]=[C:20]1[NH:19][S:15]([C:8]1[C:9]2[C:14](=[CH:13][CH:12]=[CH:11][CH:10]=2)[C:5]([NH:4][C:1](=[O:3])[CH3:2])=[CH:6][CH:7]=1)(=[O:17])=[O:16]. The yield is 0.570. (4) The reactants are [OH:1][C:2]1[CH:3]=[C:4]2[C:13](=[CH:14][C:15]=1[CH2:16][CH2:17][C:18]([O:20]C)=[O:19])[N+:12]([O-])=[C:11]1[C:6](=[CH:7][C:8](=[O:23])[CH:9]=[CH:10]1)[O:5]2.S(S([O-])=O)([O-])=O.[Na+].[Na+]. The catalyst is [OH-].[Na+]. The product is [OH:1][C:2]1[CH:3]=[C:4]2[C:13](=[CH:14][C:15]=1[CH2:16][CH2:17][C:18]([OH:20])=[O:19])[N:12]=[C:11]1[C:6](=[CH:7][C:8](=[O:23])[CH:9]=[CH:10]1)[O:5]2. The yield is 0.680. (5) The reactants are [C:1]([C:3]1[CH:8]=[CH:7][C:6]([C:9]2[CH:10]=[N:11][N:12]([C:15]3[CH:23]=[CH:22][C:18]([C:19](O)=[O:20])=[CH:17][N:16]=3)[C:13]=2[OH:14])=[C:5]([CH3:24])[CH:4]=1)#[N:2].N1(O)C2C=CC=CC=2N=N1.Cl.C(N=C=NCCCN(C)C)C.C(N(C(C)C)C(C)C)C.Cl.Cl.[CH2:58]([N:60]1[CH2:65][CH2:64][NH:63][C@H:62]([CH3:66])[CH2:61]1)[CH3:59].Cl. The catalyst is O.C(O)C.CN(C=O)C. The product is [CH2:58]([N:60]1[CH2:65][CH2:64][N:63]([C:19]([C:18]2[CH:22]=[CH:23][C:15]([N:12]3[C:13]([OH:14])=[C:9]([C:6]4[CH:7]=[CH:8][C:3]([C:1]#[N:2])=[CH:4][C:5]=4[CH3:24])[CH:10]=[N:11]3)=[N:16][CH:17]=2)=[O:20])[C@H:62]([CH3:66])[CH2:61]1)[CH3:59]. The yield is 0.504. (6) The reactants are [F:1][C:2]([F:14])([F:13])[C:3]1[CH:8]=[CH:7][CH:6]=[C:5]([C:9]([F:12])([F:11])[F:10])[CH:4]=1.C(O)(=O)C.S(=O)(=O)(O)O.[Br:24]N1C(C)(C)C(=O)N(Br)C1=O. The catalyst is O. The product is [F:1][C:2]([F:13])([F:14])[C:3]1[CH:8]=[C:7]([Br:24])[CH:6]=[C:5]([C:9]([F:10])([F:11])[F:12])[CH:4]=1. The yield is 0.940.